From a dataset of Forward reaction prediction with 1.9M reactions from USPTO patents (1976-2016). Predict the product of the given reaction. (1) Given the reactants CO[C:3](=[O:20])[C@@H:4]([N:6]([C:10]([O:12][CH2:13][C:14]1[CH:19]=[CH:18][CH:17]=[CH:16][CH:15]=1)=[O:11])[CH2:7][CH:8]=[O:9])[CH3:5].[NH2:21][C@H:22]([CH2:34]O)[CH2:23][CH2:24][N:25]1[CH2:32][CH2:31][C:28]2([CH2:30][CH2:29]2)[C@H:27]([OH:33])[CH2:26]1, predict the reaction product. The product is: [CH2:13]([O:12][C:10]([N:6]1[C@@H:4]([CH3:5])[C:3](=[O:20])[N:21]2[C@@H:22]([CH2:23][CH2:24][N:25]3[CH2:32][CH2:31][C:28]4([CH2:29][CH2:30]4)[C@H:27]([OH:33])[CH2:26]3)[CH2:34][O:9][CH:8]2[CH2:7]1)=[O:11])[C:14]1[CH:15]=[CH:16][CH:17]=[CH:18][CH:19]=1. (2) Given the reactants Cl.[Cl:2][C:3]1[CH:15]=[CH:14][C:6]([O:7][CH:8]2[CH2:13][CH2:12][NH:11][CH2:10][CH2:9]2)=[CH:5][CH:4]=1.[C:16]([O:20][C:21]([NH:23][CH2:24][C:25]1[CH:30]=[CH:29][N:28]=[C:27]([C:31](O)=[O:32])[CH:26]=1)=[O:22])([CH3:19])([CH3:18])[CH3:17].C(N(CC)C(C)C)(C)C.CN(C(ON1N=NC2C=CC=CC1=2)=[N+](C)C)C.F[P-](F)(F)(F)(F)F, predict the reaction product. The product is: [Cl:2][C:3]1[CH:15]=[CH:14][C:6]([O:7][CH:8]2[CH2:9][CH2:10][N:11]([C:31]([C:27]3[CH:26]=[C:25]([CH2:24][NH:23][C:21](=[O:22])[O:20][C:16]([CH3:18])([CH3:17])[CH3:19])[CH:30]=[CH:29][N:28]=3)=[O:32])[CH2:12][CH2:13]2)=[CH:5][CH:4]=1. (3) Given the reactants [C:1]1([CH:7]2[CH2:16][CH2:15][C:14]3[C:9](=[CH:10][CH:11]=[C:12]([O:17][C:18]4[CH:24]=[CH:23][CH:22]=[CH:21][C:19]=4[NH2:20])[CH:13]=3)[O:8]2)[CH:6]=[CH:5][CH:4]=[CH:3][CH:2]=1.[C:25](OC(=O)C)(=[O:27])[CH3:26], predict the reaction product. The product is: [C:25]([NH:20][C:19]1[CH:21]=[CH:22][CH:23]=[CH:24][C:18]=1[O:17][C:12]1[CH:13]=[C:14]2[C:9](=[CH:10][CH:11]=1)[O:8][CH:7]([C:1]1[CH:2]=[CH:3][CH:4]=[CH:5][CH:6]=1)[CH2:16][CH2:15]2)(=[O:27])[CH3:26]. (4) Given the reactants Br[C:2]1[N:6]2[CH:7]=[CH:8][N:9]=[CH:10][C:5]2=[N:4][CH:3]=1.[C:11]([Si:13]([CH3:16])([CH3:15])[CH3:14])#[CH:12].C(N(C(C)C)CC)(C)C, predict the reaction product. The product is: [CH3:14][Si:13]([C:11]#[C:12][C:2]1[N:6]2[CH:7]=[CH:8][N:9]=[CH:10][C:5]2=[N:4][CH:3]=1)([CH3:16])[CH3:15].